This data is from Full USPTO retrosynthesis dataset with 1.9M reactions from patents (1976-2016). The task is: Predict the reactants needed to synthesize the given product. (1) The reactants are: [CH3:1]/[C:2](=[C:7](\[CH3:12])/[C:8]([O:10][CH3:11])=[O:9])/[C:3]([O:5][CH3:6])=[O:4].[Br:13]N1C(=O)CCC1=O. Given the product [Br:13][CH2:12]/[C:7](=[C:2](\[CH3:1])/[C:3]([O:5][CH3:6])=[O:4])/[C:8]([O:10][CH3:11])=[O:9], predict the reactants needed to synthesize it. (2) Given the product [F:3][C:4]1[CH:9]=[C:8]([F:10])[CH:7]=[CH:6][C:5]=1[N:11]1[CH2:12][CH2:13][N:14]([CH:22]([CH3:42])[CH2:23][N:24]2[C:32]3[N:31]=[C:30]([NH2:33])[N:29]4[N:34]=[C:35]([C:37]5[O:38][CH:39]=[CH:40][CH:41]=5)[N:36]=[C:28]4[C:27]=3[CH:26]=[CH:25]2)[CH2:15][CH2:16]1, predict the reactants needed to synthesize it. The reactants are: [H-].[Na+].[F:3][C:4]1[CH:9]=[C:8]([F:10])[CH:7]=[CH:6][C:5]=1[N:11]1[CH2:16][CH2:15][NH:14][CH2:13][CH2:12]1.CS(O[CH:22]([CH3:42])[CH2:23][N:24]1[C:32]2[N:31]=[C:30]([NH2:33])[N:29]3[N:34]=[C:35]([C:37]4[O:38][CH:39]=[CH:40][CH:41]=4)[N:36]=[C:28]3[C:27]=2[CH:26]=[CH:25]1)(=O)=O. (3) The reactants are: [NH2:1][C:2]1[CH:9]=[C:8](F)[C:5]([C:6]#[N:7])=[CH:4][N:3]=1.[S:11]1[CH:15]=[CH:14][CH:13]=[C:12]1[CH2:16][OH:17].NC1C=C(OC(C)C)C(C#N)=CN=1. Given the product [NH2:1][C:2]1[CH:9]=[C:8]([O:17][CH2:16][C:12]2[S:11][CH:15]=[CH:14][CH:13]=2)[C:5]([C:6]#[N:7])=[CH:4][N:3]=1, predict the reactants needed to synthesize it. (4) The reactants are: S([O-])([O-])(=O)=O.[Mg+2].[C:7]([C:10]1[CH:15]=[CH:14][N:13]=[CH:12][CH:11]=1)(=O)[CH3:8].[NH2:16][C:17]1[C:18](Cl)=[N:19][CH:20]=[CH:21][CH:22]=1.P([O-])([O-])([O-])=O.[K+].[K+].[K+].[Cl-].[NH4+]. Given the product [N:13]1[CH:14]=[CH:15][C:10]([C:7]2[NH:16][C:17]3[C:18](=[N:19][CH:20]=[CH:21][CH:22]=3)[CH:8]=2)=[CH:11][CH:12]=1, predict the reactants needed to synthesize it. (5) Given the product [F:1][C:2]1[C:7]([NH:8][S:9]([N:12]2[CH2:13][CH2:14][CH2:15][CH2:16]2)(=[O:11])=[O:10])=[CH:6][CH:5]=[C:4]([F:17])[C:3]=1[NH:18][C:19]([C:21]1[CH:22]=[CH:23][CH:24]=[C:25]2[C:30]=1[N:29]=[CH:28][N:27]=[C:26]2[NH2:31])=[O:20], predict the reactants needed to synthesize it. The reactants are: [F:1][C:2]1[C:7]([NH:8][S:9]([N:12]2[CH2:16][CH2:15][CH2:14][CH2:13]2)(=[O:11])=[O:10])=[CH:6][CH:5]=[C:4]([F:17])[C:3]=1[NH:18][C:19]([C:21]1[CH:22]=[CH:23][CH:24]=[C:25]2[C:30]=1[N:29]=[CH:28][N:27]=[C:26]2[NH:31]CC1C=CC(OC)=CC=1OC)=[O:20]. (6) Given the product [CH3:1][S:2]([C:3]1[N:8]=[C:7]([NH:9][C:10]2([C:13]3[CH:14]=[CH:15][CH:16]=[CH:17][CH:18]=3)[CH2:11][CH2:12]2)[C:6]([C:19]([NH2:21])=[O:20])=[CH:5][N:4]=1)=[O:23], predict the reactants needed to synthesize it. The reactants are: [CH3:1][S:2][C:3]1[N:8]=[C:7]([NH:9][C:10]2([C:13]3[CH:18]=[CH:17][CH:16]=[CH:15][CH:14]=3)[CH2:12][CH2:11]2)[C:6]([C:19]([NH2:21])=[O:20])=[CH:5][N:4]=1.C(OO)(C)=[O:23]. (7) Given the product [Cl:1][C:2]1[C:3]2[N:4]([C:10]([CH:12]3[CH2:17][CH2:16][N:15]([C:18]([O:20][CH2:21][C:22]4[CH:27]=[CH:26][CH:25]=[CH:24][CH:23]=4)=[O:19])[CH:14]([C:28]#[N:29])[CH2:13]3)=[N:9][CH:8]=2)[CH:5]=[CH:6][N:7]=1, predict the reactants needed to synthesize it. The reactants are: [Cl:1][C:2]1[C:3]([CH2:8][NH:9][C:10]([CH:12]2[CH2:17][CH2:16][N:15]([C:18]([O:20][CH2:21][C:22]3[CH:27]=[CH:26][CH:25]=[CH:24][CH:23]=3)=[O:19])[CH:14]([C:28]#[N:29])[CH2:13]2)=O)=[N:4][CH:5]=[CH:6][N:7]=1.O=P(Cl)(Cl)Cl.CN(C)C=O.C([O-])(O)=O.[Na+]. (8) Given the product [CH:11]([S:10][C:7]1[CH:8]=[CH:9][C:4]([C:3]([OH:14])=[O:2])=[CH:5][CH:6]=1)([CH3:13])[CH3:12], predict the reactants needed to synthesize it. The reactants are: C[O:2][C:3](=[O:14])[C:4]1[CH:9]=[CH:8][C:7]([S:10][CH:11]([CH3:13])[CH3:12])=[CH:6][CH:5]=1.[OH-].[Na+].Cl.